Dataset: Forward reaction prediction with 1.9M reactions from USPTO patents (1976-2016). Task: Predict the product of the given reaction. (1) Given the reactants C(O[C:6](=O)[N:7]([C:9]1[CH:17]=[C:16]2[C:12]([C:13]([S:25][C:26]3[CH:31]=[CH:30][CH:29]=[CH:28][C:27]=3[C:32]#[N:33])=[CH:14][N:15]2[CH2:18][C:19]2[CH:24]=[CH:23][CH:22]=[CH:21][N:20]=2)=[CH:11][CH:10]=1)C)(C)(C)C, predict the reaction product. The product is: [CH3:6][NH:7][C:9]1[CH:17]=[C:16]2[C:12]([C:13]([S:25][C:26]3[CH:31]=[CH:30][CH:29]=[CH:28][C:27]=3[C:32]#[N:33])=[CH:14][N:15]2[CH2:18][C:19]2[CH:24]=[CH:23][CH:22]=[CH:21][N:20]=2)=[CH:11][CH:10]=1. (2) The product is: [ClH:43].[NH:33]1[CH2:32][CH:31]=[C:30]([C:21]2[CH:22]=[C:23]([C:26]([F:28])([F:29])[F:27])[CH:24]=[CH:25][C:20]=2[C:16]2[CH:15]=[CH:14][CH:13]=[C:12]3[C:17]=2[CH2:18][CH2:19][N:10]([S:7]([NH:6][C:5]2[S:1][N:2]=[CH:3][N:4]=2)(=[O:8])=[O:9])[CH2:11]3)[CH2:35][CH2:34]1. Given the reactants [S:1]1[C:5]([NH:6][S:7]([N:10]2[CH2:19][CH2:18][C:17]3[C:12](=[CH:13][CH:14]=[CH:15][C:16]=3[C:20]3[CH:25]=[CH:24][C:23]([C:26]([F:29])([F:28])[F:27])=[CH:22][C:21]=3[C:30]3[CH2:35][CH2:34][N:33](C(OC(C)(C)C)=O)[CH2:32][CH:31]=3)[CH2:11]2)(=[O:9])=[O:8])=[N:4][CH:3]=[N:2]1.[ClH:43].O1CCOCC1, predict the reaction product. (3) Given the reactants [C:1]([N:3]=[C:4]([NH:12][C:13]1[CH:30]=[CH:29][CH:28]=[CH:27][C:14]=1[CH2:15][NH:16][C:17](=[O:26])[O:18][CH2:19][C:20]1[CH:25]=[CH:24][CH:23]=[CH:22][CH:21]=1)OC1C=CC=CC=1)#[N:2].[C:31]1([CH:37]2[CH2:42][NH:41][CH2:40][CH2:39][NH:38]2)[CH:36]=[CH:35][CH:34]=[CH:33][CH:32]=1, predict the reaction product. The product is: [C:1]([N:3]=[C:4]([N:41]1[CH2:40][CH2:39][NH:38][CH:37]([C:31]2[CH:36]=[CH:35][CH:34]=[CH:33][CH:32]=2)[CH2:42]1)[NH:12][C:13]1[CH:30]=[CH:29][CH:28]=[CH:27][C:14]=1[CH2:15][NH:16][C:17](=[O:26])[O:18][CH2:19][C:20]1[CH:21]=[CH:22][CH:23]=[CH:24][CH:25]=1)#[N:2]. (4) Given the reactants C(=O)([O-])[O-].[Cs+].[Cs+].CC1(C)C2C(=C(P(C3C=CC=CC=3)C3C=CC=CC=3)C=CC=2)OC2C(P(C3C=CC=CC=3)C3C=CC=CC=3)=CC=CC1=2.Br[C:50]1[CH:51]=[C:52]([N:56]2[C:60]3[CH:61]=[C:62]([F:65])[CH:63]=[CH:64][C:59]=3[N:58]=[C:57]2[CH:66]([NH:68][C:69](=[O:71])[CH3:70])[CH3:67])[CH:53]=[N:54][CH:55]=1.[CH3:72][S:73]([NH2:76])(=[O:75])=[O:74], predict the reaction product. The product is: [F:65][C:62]1[CH:63]=[CH:64][C:59]2[N:58]=[C:57]([CH:66]([NH:68][C:69](=[O:71])[CH3:70])[CH3:67])[N:56]([C:52]3[CH:53]=[N:54][CH:55]=[C:50]([NH:76][S:73]([CH3:72])(=[O:75])=[O:74])[CH:51]=3)[C:60]=2[CH:61]=1. (5) Given the reactants [C:1](=[O:20])(OC1C=CC([N+]([O-])=O)=CC=1)[O:2][CH:3]1[CH2:8][CH2:7][N:6]([CH3:9])[CH2:5][CH2:4]1.CCN(C(C)C)C(C)C.[CH3:30][C:31]1[CH:36]=[CH:35][C:34]([N:37]2[CH2:42][CH2:41][NH:40][CH2:39][CH2:38]2)=[CH:33][CH:32]=1, predict the reaction product. The product is: [CH3:30][C:31]1[CH:32]=[CH:33][C:34]([N:37]2[CH2:42][CH2:41][N:40]([C:1]([O:2][CH:3]3[CH2:4][CH2:5][N:6]([CH3:9])[CH2:7][CH2:8]3)=[O:20])[CH2:39][CH2:38]2)=[CH:35][CH:36]=1. (6) Given the reactants C(OC(=O)[NH:7][CH2:8][CH2:9][CH2:10][N:11]1[C:20]2[CH:19]=[CH:18][C:17]([NH2:21])=[CH:16][C:15]=2[C:14]2=[N:22][N:23](C3CCCCO3)[C:24]([CH3:25])=[C:13]2[C:12]1=[O:32])(C)(C)C.Cl, predict the reaction product. The product is: [NH2:21][C:17]1[CH:18]=[CH:19][C:20]2[N:11]([CH2:10][CH2:9][CH2:8][NH2:7])[C:12](=[O:32])[C:13]3=[C:24]([CH3:25])[NH:23][N:22]=[C:14]3[C:15]=2[CH:16]=1. (7) Given the reactants [Li+].[CH3:2]C([N-]C(C)C)C.[O:9]1[C:13]2([CH2:18][CH2:17][CH:16]([CH:19]3[CH2:24][CH2:23][C:22](=[O:25])[CH2:21][CH2:20]3)[CH2:15][CH2:14]2)[O:12][CH2:11][CH2:10]1.IC, predict the reaction product. The product is: [CH3:2][CH:23]1[CH2:24][CH:19]([CH:16]2[CH2:15][CH2:14][C:13]3([O:12][CH2:11][CH2:10][O:9]3)[CH2:18][CH2:17]2)[CH2:20][CH2:21][C:22]1=[O:25].